Dataset: Full USPTO retrosynthesis dataset with 1.9M reactions from patents (1976-2016). Task: Predict the reactants needed to synthesize the given product. (1) Given the product [CH3:1][O:2][CH:3]([C:8]1[CH:16]=[CH:15][C:11]([N:12]([CH3:14])[CH3:13])=[CH:10][CH:9]=1)[C@H:4]([CH3:7])[C:5]#[C:6][CH3:19], predict the reactants needed to synthesize it. The reactants are: [CH3:1][O:2][CH:3]([C:8]1[CH:16]=[CH:15][C:11]([N:12]([CH3:14])[CH3:13])=[CH:10][CH:9]=1)[C@H:4]([CH3:7])[C:5]#[CH:6].[Li]N1C(C)(C)CCC[C:19]1(C)C.CI. (2) Given the product [CH:1]1([CH2:6][O:7][C:11]2[CH:23]=[CH:22][C:14]([C:15]([O:17][CH2:18][CH:21]3[CH2:3][CH2:2][CH2:1][CH2:5]3)=[O:16])=[CH:13][N:12]=2)[CH2:5][CH2:4][CH2:3][CH2:2]1, predict the reactants needed to synthesize it. The reactants are: [CH:1]1([CH2:6][OH:7])[CH2:5][CH2:4][CH2:3][CH2:2]1.[H-].[Na+].Br[C:11]1[CH:23]=[CH:22][C:14]([C:15]([O:17][C:18]([CH3:21])(C)C)=[O:16])=[CH:13][N:12]=1. (3) Given the product [CH3:27][N:25]([CH3:24])[C:2]1[CH:3]=[C:4]2[C:9](=[CH:10][CH:11]=1)[NH:8][C:7]1[N:12]([C:16]3[CH:21]=[CH:20][CH:19]=[CH:18][N:17]=3)[N:13]=[C:14]([CH3:15])[C:6]=1[C:5]2=[O:22], predict the reactants needed to synthesize it. The reactants are: N[C:2]1[CH:3]=[C:4]2[C:9](=[CH:10][CH:11]=1)[NH:8][C:7]1[N:12]([C:16]3[CH:21]=[CH:20][CH:19]=[CH:18][N:17]=3)[N:13]=[C:14]([CH3:15])[C:6]=1[C:5]2=[O:22].[B-][C:24]#[N:25].[Na+].[CH2:27]=O. (4) The reactants are: C(C1[CH:15]=[CH:14][C:6]([C:7]([N:9]([CH2:12][CH3:13])[CH2:10][CH3:11])=[O:8])=[C:5]([F:16])[CH:4]=1)#N.C1COCC1.CO.[OH-].[Na+].CC[O:28][C:29]([CH3:31])=[O:30]. Given the product [CH2:12]([N:9]([CH2:10][CH3:11])[C:7]([C:6]1[CH:14]=[CH:15][C:31]([C:29]([OH:28])=[O:30])=[CH:4][C:5]=1[F:16])=[O:8])[CH3:13], predict the reactants needed to synthesize it. (5) Given the product [C:33]([C:29]1[CH:28]=[C:27]([CH:32]=[CH:31][CH:30]=1)[C:26]([NH:25][C:21]1[C:22]([CH3:24])=[C:23]2[C:15]([CH:13]3[CH2:14][CH:9]4[CH2:38][CH2:37][CH:12]3[CH2:11][N:10]4[C:6]([CH:1]3[CH2:5][CH2:4][CH2:3][CH2:2]3)=[O:7])=[CH:16][N:17]([CH3:36])[C:18]2=[N:19][CH:20]=1)=[O:35])#[N:34], predict the reactants needed to synthesize it. The reactants are: [CH:1]1([C:6](Cl)=[O:7])[CH2:5][CH2:4][CH2:3][CH2:2]1.[CH:9]12[CH2:38][CH2:37][CH:12]([CH:13]([C:15]3[C:23]4[C:18](=[N:19][CH:20]=[C:21]([NH:25][C:26](=[O:35])[C:27]5[CH:32]=[CH:31][CH:30]=[C:29]([C:33]#[N:34])[CH:28]=5)[C:22]=4[CH3:24])[N:17]([CH3:36])[CH:16]=3)[CH2:14]1)[CH2:11][NH:10]2. (6) Given the product [NH2:11][C:5]1[C:4]([S:18][CH3:19])=[CH:3][C:2]([CH3:1])=[CH:10][C:6]=1[C:7]([OH:9])=[O:8], predict the reactants needed to synthesize it. The reactants are: [CH3:1][C:2]1[CH:3]=[C:4]([S:18][CH3:19])[C:5]([NH:11]C(=O)C(F)(F)F)=[C:6]([CH:10]=1)[C:7]([OH:9])=[O:8].O.[OH-].[Li+].Cl. (7) Given the product [C:28]([C:10]1[C:11]2[C:16](=[CH:15][CH:14]=[C:13]([S:19]([CH:22]3[CH2:27][CH2:26][CH2:25][CH2:24][CH2:23]3)(=[O:20])=[O:21])[CH:12]=2)[C:17]([OH:18])=[C:8]([C:6]([NH:30][CH2:31][C:32]2([C:36]([OH:38])=[O:37])[CH2:35][CH2:34][CH2:33]2)=[O:7])[N:9]=1)#[N:29], predict the reactants needed to synthesize it. The reactants are: C(O[C:6]([C:8]1[N:9]=[C:10]([C:28]#[N:29])[C:11]2[C:16]([C:17]=1[OH:18])=[CH:15][CH:14]=[C:13]([S:19]([CH:22]1[CH2:27][CH2:26][CH2:25][CH2:24][CH2:23]1)(=[O:21])=[O:20])[CH:12]=2)=[O:7])CCC.[NH2:30][CH2:31][C:32]1([C:36]([OH:38])=[O:37])[CH2:35][CH2:34][CH2:33]1.C[O-].[Na+].[OH-].[Na+].Cl. (8) The reactants are: [O:1]1[C:5]2=[N:6][CH:7]=[C:8]([CH2:10][CH2:11][C:12]([NH:14][CH3:15])=O)[CH:9]=[C:4]2[CH:3]=[CH:2]1.[H-].[H-].[H-].[H-].[Li+].[Al+3]. Given the product [O:1]1[C:5]2=[N:6][CH:7]=[C:8]([CH2:10][CH2:11][CH2:12][NH:14][CH3:15])[CH:9]=[C:4]2[CH:3]=[CH:2]1, predict the reactants needed to synthesize it. (9) The reactants are: [C:1]1([CH2:7][N:8]2[CH2:13][CH2:12][C:11]([C:15]3[N:16]([CH2:20][C:21]4[CH:26]=[CH:25][CH:24]=[CH:23][CH:22]=4)[CH:17]=[CH:18][N:19]=3)(O)[CH2:10][CH2:9]2)[CH:6]=[CH:5][CH:4]=[CH:3][CH:2]=1.[Al+3].[Cl-:28].[Cl-].[Cl-].[OH-].[Na+]. Given the product [ClH:28].[ClH:28].[C:1]1([CH2:7][N:8]2[CH2:13][CH2:12][C:11]3([C:22]4[CH:23]=[CH:24][CH:25]=[CH:26][C:21]=4[CH2:20][N:16]4[CH:17]=[CH:18][N:19]=[C:15]34)[CH2:10][CH2:9]2)[CH:6]=[CH:5][CH:4]=[CH:3][CH:2]=1, predict the reactants needed to synthesize it.